From a dataset of CYP2C19 inhibition data for predicting drug metabolism from PubChem BioAssay. Regression/Classification. Given a drug SMILES string, predict its absorption, distribution, metabolism, or excretion properties. Task type varies by dataset: regression for continuous measurements (e.g., permeability, clearance, half-life) or binary classification for categorical outcomes (e.g., BBB penetration, CYP inhibition). Dataset: cyp2c19_veith. (1) The result is 0 (non-inhibitor). The drug is Nc1nc(=S)c2ncn([C@H]3O[C@@H](CO)[C@@H](O)[C@@H]3O)c2[nH]1.O. (2) The compound is NC(CCl)=N[C@H]1CN2CCC1CC2. The result is 0 (non-inhibitor). (3) The compound is Cc1ccccc1C(=O)Nc1ccccc1-c1nnn(CC(=O)Nc2ccc3c(c2)OCCO3)n1. The result is 1 (inhibitor). (4) The drug is O=C(O)c1ccc(C(=O)O)c2c(C(=O)O)ccc(C(=O)O)c12. The result is 0 (non-inhibitor). (5) The drug is C=CCOC(=O)/C(=C\c1cccc2ccccc12)NC(=O)c1ccccc1. The result is 1 (inhibitor). (6) The molecule is Cc1nc2cnc(N3CCN(C)CC3)nc2n(C)c1=O. The result is 0 (non-inhibitor).